This data is from Reaction yield outcomes from USPTO patents with 853,638 reactions. The task is: Predict the reaction yield, written as a fraction of the theoretical maximum amount of product (1.0 means a 100% yield; for example, 0.34 means a 34% yield). (1) The reactants are C[O:2][C:3]([C:5]1[CH:10]=[CH:9][CH:8]=[C:7]([N+:11]([O-])=O)[C:6]=1[CH:14](C(OC)=O)[C:15]([O:17]C)=O)=[O:4]. The catalyst is Cl. The product is [C:3]([C:5]1[CH:10]=[CH:9][CH:8]=[C:7]2[C:6]=1[CH2:14][C:15](=[O:17])[NH:11]2)([OH:2])=[O:4]. The yield is 0.370. (2) The reactants are O[CH:2]([C:7]1[C:12]([CH3:13])=[CH:11][CH:10]=[CH:9][N:8]=1)[C:3](=[CH2:6])[C:4]#[N:5].C(OC(=O)C)(=O)C. No catalyst specified. The product is [CH3:13][C:12]1[C:7]2[N:8]([CH:6]=[C:3]([C:4]#[N:5])[CH:2]=2)[CH:9]=[CH:10][CH:11]=1. The yield is 0.720. (3) The catalyst is O1CCOCC1. The product is [Cl:23][C:22]1[C:17]([NH:8][C:6]2[CH:7]=[C:2]([I:1])[CH:3]=[CH:4][C:5]=2[CH2:9][N:10]2[CH2:15][CH2:14][O:13][CH2:12][CH2:11]2)=[N:18][C:19]([NH2:24])=[N:20][CH:21]=1. The reactants are [I:1][C:2]1[CH:3]=[CH:4][C:5]([CH2:9][N:10]2[CH2:15][CH2:14][O:13][CH2:12][CH2:11]2)=[C:6]([NH2:8])[CH:7]=1.Cl[C:17]1[C:22]([Cl:23])=[CH:21][N:20]=[C:19]([NH2:24])[N:18]=1.Cl.[OH-].[Na+]. The yield is 0.440.